This data is from Reaction yield outcomes from USPTO patents with 853,638 reactions. The task is: Predict the reaction yield, written as a fraction of the theoretical maximum amount of product (1.0 means a 100% yield; for example, 0.34 means a 34% yield). (1) The reactants are [CH:1]([C:4]1[C:5]([OH:14])=[N:6][C:7]([O:12][CH3:13])=[N:8][C:9]=1[O:10][CH3:11])([CH3:3])[CH3:2].C1(N[S:22]([C:25]([F:28])([F:27])[F:26])(=[O:24])=[O:23])C=CC=CC=1.C([O-])([O-])=O.[Cs+].[Cs+]. The catalyst is C(Cl)Cl. The product is [CH:1]([C:4]1[C:5]([O:14][S:22]([C:25]([F:28])([F:27])[F:26])(=[O:24])=[O:23])=[N:6][C:7]([O:12][CH3:13])=[N:8][C:9]=1[O:10][CH3:11])([CH3:3])[CH3:2]. The yield is 0.690. (2) The reactants are [CH3:1][Si](C=[N+]=[N-])(C)C.[CH2:8]([N:15]1[CH:23]=[N:22][C:21]2[C:16]1=[N:17][C:18]([C:27]1[CH:32]=[CH:31][C:30]([Cl:33])=[C:29]([O:34][CH3:35])[C:28]=1[F:36])=[N:19][C:20]=2[C:24]([OH:26])=[O:25])[C:9]1[CH:14]=[CH:13][CH:12]=[CH:11][CH:10]=1.C(O)(=O)C. The catalyst is CO.ClCCl. The product is [CH2:8]([N:15]1[CH:23]=[N:22][C:21]2[C:16]1=[N:17][C:18]([C:27]1[CH:32]=[CH:31][C:30]([Cl:33])=[C:29]([O:34][CH3:35])[C:28]=1[F:36])=[N:19][C:20]=2[C:24]([O:26][CH3:1])=[O:25])[C:9]1[CH:14]=[CH:13][CH:12]=[CH:11][CH:10]=1. The yield is 0.380. (3) The reactants are [F:1][C:2]1[CH:3]=[C:4]([C@:15]([NH:30][C:31](=[O:36])[CH2:32][C:33](=[O:35])[CH3:34])([C:23]2[CH:28]=[CH:27][C:26]([F:29])=[CH:25][CH:24]=2)[CH2:16][C:17]2[CH:22]=[CH:21][CH:20]=[CH:19][CH:18]=2)[CH:5]=[C:6]([O:8][C:9]([F:14])([F:13])[CH:10]([F:12])[F:11])[CH:7]=1.[BH4-].[Na+]. The catalyst is CO. The product is [F:1][C:2]1[CH:3]=[C:4]([C@:15]([NH:30][C:31](=[O:36])[CH2:32][CH:33]([OH:35])[CH3:34])([C:23]2[CH:24]=[CH:25][C:26]([F:29])=[CH:27][CH:28]=2)[CH2:16][C:17]2[CH:18]=[CH:19][CH:20]=[CH:21][CH:22]=2)[CH:5]=[C:6]([O:8][C:9]([F:14])([F:13])[CH:10]([F:12])[F:11])[CH:7]=1. The yield is 0.550. (4) The reactants are [CH3:1][Mg+].[Br-].CN(OC)[C:6]([C:8]1[CH:13]=[CH:12][N:11]=[CH:10][C:9]=1[CH3:14])=[O:7]. The catalyst is C1COCC1. The product is [CH3:14][C:9]1[CH:10]=[N:11][CH:12]=[CH:13][C:8]=1[C:6](=[O:7])[CH3:1]. The yield is 0.780. (5) The reactants are [O:1]1[C:10]2[C:5](=[CH:6][CH:7]=[CH:8][CH:9]=2)[C:4](=[O:11])[C:3]([C:12]([OH:14])=O)=[CH:2]1.S(Cl)(Cl)=O.[NH2:19][C:20]1[CH:25]=[CH:24][CH:23]=[CH:22][CH:21]=1. The catalyst is C(Cl)Cl. The product is [O:11]=[C:4]1[C:5]2[C:10](=[CH:9][CH:8]=[CH:7][CH:6]=2)[O:1][CH:2]=[C:3]1[C:12]([NH:19][C:20]1[CH:25]=[CH:24][CH:23]=[CH:22][CH:21]=1)=[O:14]. The yield is 0.0500. (6) The reactants are [CH3:1][O:2][C:3]1[CH:4]=[C:5]([S:11][CH2:12][CH2:13][NH2:14])[CH:6]=[CH:7][C:8]=1[O:9][CH3:10].[CH3:15][O:16][C:17]1[CH:18]=[C:19]([CH2:25][C:26](Cl)=[O:27])[CH:20]=[CH:21][C:22]=1[O:23][CH3:24].O.CCOC(C)=O. The catalyst is C1COCC1. The product is [CH3:15][O:16][C:17]1[CH:18]=[C:19]([CH2:25][C:26]([NH:14][CH2:13][CH2:12][S:11][C:5]2[CH:6]=[CH:7][C:8]([O:9][CH3:10])=[C:3]([O:2][CH3:1])[CH:4]=2)=[O:27])[CH:20]=[CH:21][C:22]=1[O:23][CH3:24]. The yield is 0.970. (7) The reactants are C(N(C(C)C)C(C)C)C.[CH:10]1([C:13]2[C:18]([C:19]([OH:21])=O)=[CH:17][N:16]=[C:15]([S:22][CH3:23])[N:14]=2)[CH2:12][CH2:11]1.[NH:24]1[CH2:28][CH2:27][CH:26]([C:29]2[CH:30]=[N:31][CH:32]=[CH:33][CH:34]=2)[CH2:25]1.F[P-](F)(F)(F)(F)F.N1(OC(N(C)C)=[N+](C)C)C2N=CC=CC=2N=N1. The catalyst is CN(C=O)C.CCOC(C)=O. The product is [CH:10]1([C:13]2[C:18]([C:19]([N:24]3[CH2:28][CH2:27][CH:26]([C:29]4[CH:30]=[N:31][CH:32]=[CH:33][CH:34]=4)[CH2:25]3)=[O:21])=[CH:17][N:16]=[C:15]([S:22][CH3:23])[N:14]=2)[CH2:11][CH2:12]1. The yield is 0.659.